This data is from Full USPTO retrosynthesis dataset with 1.9M reactions from patents (1976-2016). The task is: Predict the reactants needed to synthesize the given product. (1) Given the product [ClH:29].[NH2:18][C:17]1[NH:16][C:14](=[O:15])[C:13]2[N:12]([CH2:21][C:22]3[CH:27]=[CH:26][CH:25]=[CH:24][CH:23]=3)[CH:11]=[N:10][C:20]=2[N:19]=1, predict the reactants needed to synthesize it. The reactants are: [C@@H]1([N:10]2[C:20]3[N:19]=[C:17]([NH2:18])[NH:16][C:14](=[O:15])[C:13]=3[N:12]=[CH:11]2)O[C@H](CO)[C@@H](O)[C@H]1O.[CH2:21](Br)[C:22]1[CH:27]=[CH:26][CH:25]=[CH:24][CH:23]=1.[ClH:29].CO. (2) Given the product [C:1]([O:4][C@H:5]1[CH2:22][CH2:21][C@@:20]2([CH3:23])[C@@H:7]([CH2:8][CH2:9][C@:10]3([CH3:34])[C@@H:19]2[CH2:18][CH2:17][C@H:16]2[C@@:11]3([CH3:33])[CH2:12][CH2:13][C@@:14]3([C:30](=[O:31])[NH:51][C@@H:48]4[CH2:49][CH2:50][C@H:46]([CH2:45][N:41]5[CH2:42][CH2:43][CH2:44][CH:39]([CH3:38])[CH2:40]5)[CH2:47]4)[CH2:26][CH2:25][C@@H:24]([C:27]([CH3:29])=[CH2:28])[C@@H:15]32)[C:6]1([CH3:36])[CH3:35])(=[O:3])[CH3:2], predict the reactants needed to synthesize it. The reactants are: [C:1]([O:4][C@H:5]1[CH2:22][CH2:21][C@@:20]2([CH3:23])[C@@H:7]([CH2:8][CH2:9][C@:10]3([CH3:34])[C@@H:19]2[CH2:18][CH2:17][C@H:16]2[C@@:11]3([CH3:33])[CH2:12][CH2:13][C@@:14]3([C:30](O)=[O:31])[CH2:26][CH2:25][C@@H:24]([C:27]([CH3:29])=[CH2:28])[C@@H:15]32)[C:6]1([CH3:36])[CH3:35])(=[O:3])[CH3:2].[Cl-].[CH3:38][CH:39]1[CH2:44][CH2:43][CH2:42][N:41]([CH2:45][C@H:46]2[CH2:50][CH2:49][C@@H:48]([NH2:51])[CH2:47]2)[CH2:40]1.C(N(CC)CC)C.C([O-])(O)=O.[Na+]. (3) Given the product [NH3:18].[F:21][C:11]1[C:10]2[O:9][CH2:8][C@@H:7]([CH2:6][N:38]3[CH2:39][CH2:40][C@H:35]([NH:34][C:33](=[O:42])[O:32][C:28]([CH3:29])([CH3:30])[CH3:31])[C@H:36]([OH:41])[CH2:37]3)[N:18]3[C:19]=2[C:14]([CH:15]=[CH:16][C:17]3=[O:20])=[CH:13][CH:12]=1, predict the reactants needed to synthesize it. The reactants are: CS(O[CH2:6][C@H:7]1[N:18]2[C:19]3[C:14]([CH2:15][CH2:16][C:17]2=[O:20])=[CH:13][CH:12]=[C:11]([F:21])[C:10]=3[O:9][CH2:8]1)(=O)=O.N1C=CC=CC=1.[C:28]([O:32][C:33](=[O:42])[NH:34][C@H:35]1[CH2:40][CH2:39][NH:38][CH2:37][C@H:36]1[OH:41])([CH3:31])([CH3:30])[CH3:29]. (4) Given the product [Cl:19][C:20]1[CH:27]=[C:26]([N:4]2[C:5]([CH3:18])=[C:6]([CH2:7][C:8]3[CH:9]=[C:10]([CH:15]=[CH:16][CH:17]=3)[C:11]([O:13][CH3:14])=[O:12])[C:2]([CH3:1])=[N:3]2)[CH:25]=[CH:24][C:21]=1[C:22]#[N:23], predict the reactants needed to synthesize it. The reactants are: [CH3:1][C:2]1[C:6]([CH2:7][C:8]2[CH:9]=[C:10]([CH:15]=[CH:16][CH:17]=2)[C:11]([O:13][CH3:14])=[O:12])=[C:5]([CH3:18])[NH:4][N:3]=1.[Cl:19][C:20]1[CH:27]=[C:26](F)[CH:25]=[CH:24][C:21]=1[C:22]#[N:23].